This data is from Forward reaction prediction with 1.9M reactions from USPTO patents (1976-2016). The task is: Predict the product of the given reaction. Given the reactants [Cl:1][C:2]1[CH:7]=[CH:6][CH:5]=[C:4]([Cl:8])[C:3]=1[CH2:9][S:10]([C:13]1[CH:14]=[C:15]2[C:19](=[CH:20][CH:21]=1)[NH:18][C:17](=[O:22])/[C:16]/2=[CH:23]\[C:24]1[NH:28][C:27]([CH3:29])=[C:26]([C:30]([OH:32])=O)[C:25]=1[CH3:33])(=[O:12])=[O:11].C1C=CC2N(O)N=NC=2C=1.CCN=C=NCCCN(C)C.[CH:55]1([NH:58][C:59]([C@@H:61]2[CH2:66][CH2:65][CH2:64][NH:63][CH2:62]2)=[O:60])[CH2:57][CH2:56]1, predict the reaction product. The product is: [CH:55]1([NH:58][C:59]([C@@H:61]2[CH2:66][CH2:65][CH2:64][N:63]([C:30]([C:26]3[C:25]([CH3:33])=[C:24](/[CH:23]=[C:16]4\[C:17](=[O:22])[NH:18][C:19]5[C:15]\4=[CH:14][C:13]([S:10]([CH2:9][C:3]4[C:2]([Cl:1])=[CH:7][CH:6]=[CH:5][C:4]=4[Cl:8])(=[O:11])=[O:12])=[CH:21][CH:20]=5)[NH:28][C:27]=3[CH3:29])=[O:32])[CH2:62]2)=[O:60])[CH2:57][CH2:56]1.